This data is from Reaction yield outcomes from USPTO patents with 853,638 reactions. The task is: Predict the reaction yield, written as a fraction of the theoretical maximum amount of product (1.0 means a 100% yield; for example, 0.34 means a 34% yield). (1) The reactants are [Br:1][C:2]1[CH:3]=[CH:4][C:5]([C:9]#[N:10])=[N:6][C:7]=1[CH3:8].C(O)(C(F)(F)F)=[O:12]. The catalyst is S(=O)(=O)(O)O. The product is [Br:1][C:2]1[CH:3]=[CH:4][C:5]([C:9]([NH2:10])=[O:12])=[N:6][C:7]=1[CH3:8]. The yield is 0.540. (2) The reactants are [Cl:1][C:2]1[CH:7]=[C:6]([Cl:8])[CH:5]=[CH:4][C:3]=1[C:9]1[N:10]=[C:11](/[CH:16]=[CH:17]/[C:18]2[CH:23]=[CH:22][C:21]([C:24]3[CH:29]=[CH:28][C:27]([OH:30])=[CH:26][CH:25]=3)=[CH:20][CH:19]=2)[N:12]([CH2:14][CH3:15])[CH:13]=1.Br[CH2:32][CH2:33][CH2:34][CH2:35][CH2:36][C:37]([O:39]CC)=[O:38]. No catalyst specified. The product is [Cl:1][C:2]1[CH:7]=[C:6]([Cl:8])[CH:5]=[CH:4][C:3]=1[C:9]1[N:10]=[C:11](/[CH:16]=[CH:17]/[C:18]2[CH:23]=[CH:22][C:21]([C:24]3[CH:25]=[CH:26][C:27]([O:30][CH2:32][CH2:33][CH2:34][CH2:35][CH2:36][C:37]([OH:39])=[O:38])=[CH:28][CH:29]=3)=[CH:20][CH:19]=2)[N:12]([CH2:14][CH3:15])[CH:13]=1. The yield is 0.0160. (3) The reactants are [CH2:1]([O:8][N:9]1[C:15](=[O:16])[N:14]2[CH2:17][C@H:10]1[CH2:11][CH2:12][C@H:13]2[C:18]([OH:20])=O)[C:2]1[CH:7]=[CH:6][CH:5]=[CH:4][CH:3]=1.[NH2:21][O:22][CH2:23][CH:24]1[CH2:30][N:29]([C:31]([O:33][C:34]([CH3:37])([CH3:36])[CH3:35])=[O:32])[CH2:28][CH2:27][CH2:26][O:25]1.ON1C2C=CC=CC=2N=N1.Cl.C(N=C=NCCCN(C)C)C. The catalyst is C(Cl)Cl. The product is [CH2:1]([O:8][N:9]1[C:15](=[O:16])[N:14]2[CH2:17][C@H:10]1[CH2:11][CH2:12][C@H:13]2[C:18]([NH:21][O:22][CH2:23][CH:24]1[CH2:30][N:29]([C:31]([O:33][C:34]([CH3:37])([CH3:36])[CH3:35])=[O:32])[CH2:28][CH2:27][CH2:26][O:25]1)=[O:20])[C:2]1[CH:3]=[CH:4][CH:5]=[CH:6][CH:7]=1. The yield is 0.800. (4) The reactants are [CH2:1]([OH:5])[C:2](=[CH2:4])[CH3:3].F[C:7]1[CH:8]=[C:9]([CH3:16])[CH:10]=[CH:11][C:12]=1[N+:13]([O-:15])=[O:14].NC1C=CC=CC=1.[CH3:24][C:25]1[CH:31]=[CH:30][C:28]([NH2:29])=[C:27]([O:32][CH2:33][C:34]([CH3:36])=[CH2:35])[CH:26]=1.[NH2:37][C:38]1[S:39][CH:40]=[CH:41][N:42]=1. No catalyst specified. The product is [CH3:4][C:2](=[CH2:3])[CH2:1][O:5][C:7]1[CH:8]=[C:9]([CH3:16])[CH:10]=[CH:11][C:12]=1[N+:13]([O-:15])=[O:14].[CH3:24][C:25]1[CH:31]=[CH:30][C:28]([NH:29][C:1]([NH:37][C:38]2[S:39][CH:40]=[CH:41][N:42]=2)=[O:5])=[C:27]([O:32][CH2:33][C:34]([CH3:36])=[CH2:35])[CH:26]=1. The yield is 0.750. (5) The reactants are Br[C:2]1[CH:7]=[CH:6][C:5]([F:8])=[CH:4][C:3]=1[C:9]1[N:10]=[N:11][N:12]([CH3:14])[N:13]=1.[C:15]([Cu])#[N:16]. The catalyst is CN(C)C=O. The product is [F:8][C:5]1[CH:6]=[CH:7][C:2]([C:15]#[N:16])=[C:3]([C:9]2[N:10]=[N:11][N:12]([CH3:14])[N:13]=2)[CH:4]=1. The yield is 0.730. (6) The reactants are [F:1][C:2]1[CH:11]=[CH:10][C:5]([CH2:6][NH:7][CH2:8][CH3:9])=[CH:4][CH:3]=1.C(N(C(C)C)C(C)C)C.Cl[C:22](=[O:44])[CH2:23][O:24][C:25]1[CH:30]=[CH:29][C:28]([CH2:31][CH2:32][O:33][C:34]2[CH:43]=[CH:42][CH:41]=[CH:40][C:35]=2[C:36]([O:38][CH3:39])=[O:37])=[CH:27][CH:26]=1. The catalyst is C(#N)C. The product is [CH2:8]([N:7]([CH2:6][C:5]1[CH:4]=[CH:3][C:2]([F:1])=[CH:11][CH:10]=1)[C:22](=[O:44])[CH2:23][O:24][C:25]1[CH:26]=[CH:27][C:28]([CH2:31][CH2:32][O:33][C:34]2[CH:43]=[CH:42][CH:41]=[CH:40][C:35]=2[C:36]([O:38][CH3:39])=[O:37])=[CH:29][CH:30]=1)[CH3:9]. The yield is 0.835. (7) The reactants are [S:1]1[CH:5]=[CH:4][N:3]=[C:2]1[C:6]1[CH:13]=[CH:12][C:9]([CH:10]=[O:11])=[CH:8][CH:7]=1.C1(P(C2CCCCC2)C2CCCCC2)CCCCC1.C(O)(=O)C(C)(C)C.C(=O)([O-])[O-].[K+].[K+].Br[C:47]1[CH:52]=[CH:51][C:50]([O:53][CH2:54][CH2:55][CH2:56][CH2:57][CH2:58][CH2:59][CH3:60])=[CH:49][CH:48]=1. The catalyst is CC(N(C)C)=O.C([O-])(=O)C.[Pd+2].C([O-])(=O)C. The product is [CH2:54]([O:53][C:50]1[CH:49]=[CH:48][C:47]([C:5]2[S:1][C:2]([C:6]3[CH:7]=[CH:8][C:9]([CH:10]=[O:11])=[CH:12][CH:13]=3)=[N:3][CH:4]=2)=[CH:52][CH:51]=1)[CH2:55][CH2:56][CH2:57][CH2:58][CH2:59][CH3:60]. The yield is 0.370. (8) The reactants are [F:1][C:2]1([F:10])[CH2:6][CH2:5][CH:4]([C:7](Cl)=[O:8])[CH2:3]1.[C:11]1(=[O:20])[O:19][C:16]([CH3:18])([CH3:17])[O:15][C:13](=[O:14])[CH2:12]1.N1C=CC=CC=1. The catalyst is ClCCl. The product is [F:1][C:2]1([F:10])[CH2:6][CH2:5][CH:4]([C:7]([CH:12]2[C:11](=[O:20])[O:19][C:16]([CH3:18])([CH3:17])[O:15][C:13]2=[O:14])=[O:8])[CH2:3]1. The yield is 0.810. (9) The reactants are C([O:8][C:9]1[C:14]([CH2:15][N:16]2[C:22](=[O:23])[C:21]3[C:24]([CH3:32])=[C:25]([O:28][CH:29]([CH3:31])[CH3:30])[N:26]=[CH:27][C:20]=3[O:19][CH2:18][CH2:17]2)=[C:13]([CH3:33])[CH:12]=[C:11]([CH3:34])[N:10]=1)C1C=CC=CC=1. The catalyst is CO.[Pd]. The product is [CH3:33][C:13]1[CH:12]=[C:11]([CH3:34])[NH:10][C:9](=[O:8])[C:14]=1[CH2:15][N:16]1[C:22](=[O:23])[C:21]2[C:24]([CH3:32])=[C:25]([O:28][CH:29]([CH3:30])[CH3:31])[N:26]=[CH:27][C:20]=2[O:19][CH2:18][CH2:17]1. The yield is 0.980. (10) The reactants are CC(OC(/N=N/C(OC(C)C)=O)=O)C.C1(P(C2C=CC=CC=2)C2C=CC=CC=2)C=CC=CC=1.[C:34]1([C:40]2[C:41]3[CH:51]=[CH:50][CH:49]=[CH:48][C:42]=3[S:43][C:44]=2[CH:45](O)[CH3:46])[CH:39]=[CH:38][CH:37]=[CH:36][CH:35]=1.C1(P([N:66]=[N+:67]=[N-:68])(C2C=CC=CC=2)=O)C=CC=CC=1. The catalyst is O1CCOCC1. The product is [N:66]([CH:45]([C:44]1[S:43][C:42]2[CH:48]=[CH:49][CH:50]=[CH:51][C:41]=2[C:40]=1[C:34]1[CH:39]=[CH:38][CH:37]=[CH:36][CH:35]=1)[CH3:46])=[N+:67]=[N-:68]. The yield is 0.550.